From a dataset of Full USPTO retrosynthesis dataset with 1.9M reactions from patents (1976-2016). Predict the reactants needed to synthesize the given product. Given the product [CH3:12][O:13][CH2:14][C@H:15]([CH3:35])[O:16][C:17]1[CH:18]=[C:19]([CH:20]=[C:21]([C:23]2[NH:24][C:25]([C:28]3[O:29][C@@H:30]([CH3:33])[CH2:31][N:32]=3)=[CH:26][CH:27]=2)[CH:22]=1)[O:34][C:2]1[N:3]=[N:4][C:5]([S:8]([CH3:11])(=[O:10])=[O:9])=[CH:6][CH:7]=1, predict the reactants needed to synthesize it. The reactants are: Cl[C:2]1[N:3]=[N:4][C:5]([S:8]([CH3:11])(=[O:10])=[O:9])=[CH:6][CH:7]=1.[CH3:12][O:13][CH2:14][C@H:15]([CH3:35])[O:16][C:17]1[CH:18]=[C:19]([OH:34])[CH:20]=[C:21]([C:23]2[NH:24][C:25]([C:28]3[O:29][C@@H:30]([CH3:33])[CH2:31][N:32]=3)=[CH:26][CH:27]=2)[CH:22]=1.C(=O)([O-])[O-].[Cs+].[Cs+].O.